Dataset: Catalyst prediction with 721,799 reactions and 888 catalyst types from USPTO. Task: Predict which catalyst facilitates the given reaction. (1) Reactant: C(N(CC)CC)C.[C:8]([O:12][CH2:13][CH2:14][OH:15])([CH3:11])([CH3:10])[CH3:9].[CH3:16][S:17](Cl)(=[O:19])=[O:18]. Product: [CH3:16][S:17]([O:15][CH2:14][CH2:13][O:12][C:8]([CH3:11])([CH3:10])[CH3:9])(=[O:19])=[O:18]. The catalyst class is: 4. (2) Reactant: Cl.[CH3:2][NH:3][CH3:4].[CH3:5][C:6]1([CH3:16])[O:10]/[C:9](=[CH:11]\[C:12](Cl)=[O:13])/[C:8](=[O:15])[O:7]1.C(N(CC)CC)C. Product: [CH3:5][C:6]1([CH3:16])[O:10]/[C:9](=[CH:11]\[C:12]([N:3]([CH3:4])[CH3:2])=[O:13])/[C:8](=[O:15])[O:7]1. The catalyst class is: 4.